Dataset: NCI-60 drug combinations with 297,098 pairs across 59 cell lines. Task: Regression. Given two drug SMILES strings and cell line genomic features, predict the synergy score measuring deviation from expected non-interaction effect. (1) Drug 1: CCCCC(=O)OCC(=O)C1(CC(C2=C(C1)C(=C3C(=C2O)C(=O)C4=C(C3=O)C=CC=C4OC)O)OC5CC(C(C(O5)C)O)NC(=O)C(F)(F)F)O. Drug 2: CC(C)CN1C=NC2=C1C3=CC=CC=C3N=C2N. Cell line: MCF7. Synergy scores: CSS=18.6, Synergy_ZIP=-8.97, Synergy_Bliss=-7.56, Synergy_Loewe=-8.39, Synergy_HSA=-8.25. (2) Drug 1: CC1=C(C=C(C=C1)NC2=NC=CC(=N2)N(C)C3=CC4=NN(C(=C4C=C3)C)C)S(=O)(=O)N.Cl. Drug 2: C1=CC(=CC=C1CCCC(=O)O)N(CCCl)CCCl. Cell line: HCT116. Synergy scores: CSS=35.3, Synergy_ZIP=0.0671, Synergy_Bliss=-1.31, Synergy_Loewe=-3.47, Synergy_HSA=-2.05.